Predict the product of the given reaction. From a dataset of Forward reaction prediction with 1.9M reactions from USPTO patents (1976-2016). (1) Given the reactants Br[C:2]1[CH:11]=[C:10]2[C:5]([CH2:6][CH2:7][N:8]([C:12]3[CH:17]=[C:16]([N:18]4[CH2:23][CH2:22][N:21]([CH3:24])[CH2:20][CH2:19]4)[N:15]=[C:14]([NH2:25])[N:13]=3)[CH2:9]2)=[CH:4][CH:3]=1.[CH3:26][NH:27][C:28]([C:30]1[CH:35]=[CH:34][C:33](B2OC(C)(C)C(C)(C)O2)=[CH:32][N:31]=1)=[O:29].ClCCl.P([O-])([O-])([O-])=O.[K+].[K+].[K+], predict the reaction product. The product is: [NH2:25][C:14]1[N:13]=[C:12]([N:8]2[CH2:7][CH2:6][C:5]3[C:10](=[CH:11][C:2]([C:33]4[CH:34]=[CH:35][C:30]([C:28]([NH:27][CH3:26])=[O:29])=[N:31][CH:32]=4)=[CH:3][CH:4]=3)[CH2:9]2)[CH:17]=[C:16]([N:18]2[CH2:23][CH2:22][N:21]([CH3:24])[CH2:20][CH2:19]2)[N:15]=1. (2) Given the reactants Cl.[N:2]1([C:8]([CH:10]2[CH2:15][CH2:14][N:13]([C:16]3[CH:17]=[CH:18][C:19](=[O:22])[NH:20][N:21]=3)[CH2:12][CH2:11]2)=[O:9])[CH2:7][CH2:6][NH:5][CH2:4][CH2:3]1.[Cl:23][C:24]1[S:28][C:27](/[CH:29]=[C:30](/[S:32](Cl)(=[O:34])=[O:33])\[CH3:31])=[CH:26][CH:25]=1, predict the reaction product. The product is: [Cl:23][C:24]1[S:28][C:27](/[CH:29]=[C:30](/[S:32]([N:5]2[CH2:6][CH2:7][N:2]([C:8]([CH:10]3[CH2:15][CH2:14][N:13]([C:16]4[CH:17]=[CH:18][C:19](=[O:22])[NH:20][N:21]=4)[CH2:12][CH2:11]3)=[O:9])[CH2:3][CH2:4]2)(=[O:34])=[O:33])\[CH3:31])=[CH:26][CH:25]=1. (3) Given the reactants [CH3:1][O:2][C:3]1[C:12]([O:13][CH3:14])=[CH:11][C:10]2[N:9]=[CH:8][N:7]=[C:6]([NH:15][C:16]3[CH:21]=[CH:20][CH:19]=[CH:18][CH:17]=3)[C:5]=2[C:4]=1[NH2:22].[C:23](N1C=CN=C1)(N1C=CN=C1)=[S:24], predict the reaction product. The product is: [CH3:14][O:13][C:12]1[CH:11]=[C:10]2[C:5]3[C:6]([N:15]([C:16]4[CH:17]=[CH:18][CH:19]=[CH:20][CH:21]=4)[C:23](=[S:24])[NH:22][C:4]=3[C:3]=1[O:2][CH3:1])=[N:7][CH:8]=[N:9]2. (4) The product is: [CH3:31][O:30][C:28]([C:27]1[C:26](=[O:33])[NH:1][C:2]2[N:7]=[CH:6][N:5]=[C:4]([NH:8][C:9]3[CH:10]=[CH:11][C:12]([NH:15][C:16](=[O:23])[C:17]4[CH:22]=[CH:21][CH:20]=[CH:19][CH:18]=4)=[CH:13][CH:14]=3)[C:3]=2[CH:24]=1)=[O:29]. Given the reactants [NH2:1][C:2]1[N:7]=[CH:6][N:5]=[C:4]([NH:8][C:9]2[CH:14]=[CH:13][C:12]([NH:15][C:16](=[O:23])[C:17]3[CH:22]=[CH:21][CH:20]=[CH:19][CH:18]=3)=[CH:11][CH:10]=2)[C:3]=1[CH:24]=O.[C:26]([O:33]C)(=O)[CH2:27][C:28]([O:30][CH3:31])=[O:29].N1CCCCC1, predict the reaction product.